This data is from Full USPTO retrosynthesis dataset with 1.9M reactions from patents (1976-2016). The task is: Predict the reactants needed to synthesize the given product. Given the product [Cl:14][C:15]1[C:22]([Cl:23])=[CH:21][CH:20]=[CH:19][C:16]=1[CH2:17][N:1]1[CH:5]=[C:4]([C:6]2[CH:11]=[C:10]([C:12]#[N:13])[CH:9]=[CH:8][N:7]=2)[N:3]=[CH:2]1, predict the reactants needed to synthesize it. The reactants are: [NH:1]1[CH:5]=[C:4]([C:6]2[CH:11]=[C:10]([C:12]#[N:13])[CH:9]=[CH:8][N:7]=2)[N:3]=[CH:2]1.[Cl:14][C:15]1[C:22]([Cl:23])=[CH:21][CH:20]=[CH:19][C:16]=1[CH2:17]Br.